This data is from Forward reaction prediction with 1.9M reactions from USPTO patents (1976-2016). The task is: Predict the product of the given reaction. (1) Given the reactants [N:1]([C:4]1[CH:9]=[CH:8][C:7]([S:10]([NH2:13])(=[O:12])=[O:11])=[CH:6][CH:5]=1)=[C:2]=[S:3].[I:14][C:15]1[CH:21]=[CH:20][C:18]([NH2:19])=[CH:17][CH:16]=1, predict the reaction product. The product is: [I:14][C:15]1[CH:21]=[CH:20][C:18]([NH:19][C:2](=[S:3])[NH:1][C:4]2[CH:5]=[CH:6][C:7]([S:10]([NH2:13])(=[O:11])=[O:12])=[CH:8][CH:9]=2)=[CH:17][CH:16]=1. (2) Given the reactants [Cl:1][C:2]1[CH:7]=[CH:6][CH:5]=[CH:4][C:3]=1[C@H:8]1[NH:13][CH2:12][C@@H:11]([CH3:14])[O:10][CH2:9]1.Cl[C:16]1[N:17]=[CH:18][C:19]2[O:20][CH2:21][C:22](=[O:26])[NH:23][C:24]=2[N:25]=1, predict the reaction product. The product is: [Cl:1][C:2]1[CH:7]=[CH:6][CH:5]=[CH:4][C:3]=1[C@H:8]1[CH2:9][O:10][C@@H:11]([CH3:14])[CH2:12][N:13]1[C:16]1[N:17]=[CH:18][C:19]2[O:20][CH2:21][C:22](=[O:26])[NH:23][C:24]=2[N:25]=1. (3) Given the reactants [NH:1]([C:3]1[CH:8]=[CH:7][CH:6]=[CH:5][N:4]=1)[NH2:2].S(=O)(=O)(O)O.[CH3:14][C:15]([C:17]1[CH:18]=[CH:19][C:20]([OH:24])=[CH:21][C:22]=1[OH:23])=O, predict the reaction product. The product is: [N:4]1[CH:5]=[CH:6][CH:7]=[CH:8][C:3]=1[NH:1][N:2]=[C:15]([C:17]1[CH:18]=[CH:19][C:20]([OH:24])=[CH:21][C:22]=1[OH:23])[CH3:14].